Task: Predict which catalyst facilitates the given reaction.. Dataset: Catalyst prediction with 721,799 reactions and 888 catalyst types from USPTO (1) Reactant: [ClH:1].C[N:3]1[C:7]2=[N:8][C:9]([NH2:19])=[N:10][C:11](N3CCNC[C@@H]3C)=[C:6]2[C:5](C)=[N:4]1.C([O-])(=O)C.[Na+].[Br:26]Br. Product: [Br:26][C:5]1[C:6]2[C:7](=[N:8][C:9]([NH2:19])=[N:10][C:11]=2[Cl:1])[NH:3][N:4]=1. The catalyst class is: 86. (2) Reactant: [CH3:1][O:2][C:3](=[O:31])[CH2:4][CH2:5][C:6]([C:8]1[C:13]([B:14]2[O:18]C(C)(C)C(C)(C)[O:15]2)=[CH:12][C:11]([O:23]C2CCCCO2)=[CH:10][C:9]=1[CH3:30])=O.[BH4-].[Na+]. Product: [CH3:1][O:2][C:3](=[O:31])[CH2:4][CH2:5][CH:6]1[O:18][B:14]([OH:15])[C:13]2[CH:12]=[C:11]([OH:23])[CH:10]=[C:9]([CH3:30])[C:8]1=2. The catalyst class is: 5. (3) Reactant: [NH2:1][NH2:2].[F:3][C:4]([F:15])([F:14])[O:5][C:6]1[CH:13]=[CH:12][C:9]([CH:10]=O)=[CH:8][CH:7]=1. Product: [F:3][C:4]([F:15])([F:14])[O:5][C:6]1[CH:13]=[CH:12][C:9]([CH:10]=[N:1][NH2:2])=[CH:8][CH:7]=1. The catalyst class is: 8. (4) Reactant: [NH2:1][C:2]1[CH:6]=[CH:5][S:4][C:3]=1[C:7]([NH:9][C:10]1[CH:15]=[CH:14][CH:13]=[C:12]([S:16]([N:19]2[C:28]3[C:23](=[CH:24][CH:25]=[CH:26][CH:27]=3)[CH2:22][CH2:21][CH2:20]2)(=[O:18])=[O:17])[CH:11]=1)=[O:8].Cl[C:30](Cl)([O:32]C(=O)OC(Cl)(Cl)Cl)Cl.C(=O)([O-])O.[Na+]. Product: [N:19]1([S:16]([C:12]2[CH:11]=[C:10]([N:9]3[C:7](=[O:8])[C:3]4[S:4][CH:5]=[CH:6][C:2]=4[NH:1][C:30]3=[O:32])[CH:15]=[CH:14][CH:13]=2)(=[O:18])=[O:17])[C:28]2[C:23](=[CH:24][CH:25]=[CH:26][CH:27]=2)[CH2:22][CH2:21][CH2:20]1. The catalyst class is: 4. (5) Reactant: [F:1][C:2]1[C:11]2[O:10][CH2:9][C@H:8]3[C@@H:12](C(O)=O)[C@H:7]3[C:6]=2[C:5]([F:16])=[CH:4][CH:3]=1.C([N:19]([CH2:22]C)CC)C.[NH2:24][C:25]1[CH:29]=[CH:28][O:27][N:26]=1.C1C=CC(P(N=[N+]=[N-])(C2C=CC=CC=2)=[O:37])=CC=1. Product: [F:1][C:2]1[C:11]2[O:10][CH2:9][C@H:8]3[C@@H:12]([NH:19][C:22]([NH:24][C:25]4[CH:29]=[CH:28][O:27][N:26]=4)=[O:37])[C@H:7]3[C:6]=2[C:5]([F:16])=[CH:4][CH:3]=1. The catalyst class is: 11. (6) Reactant: [OH2:1].[C:2]1([CH3:12])[CH:7]=[CH:6][C:5]([S:8]([OH:11])(=[O:10])=[O:9])=[CH:4][CH:3]=1. Product: [S:8]([O:11][CH2:7][C@H:2]([C@@H:3]([CH2:4][O:11][S:8]([C:5]1[CH:6]=[CH:7][C:2]([CH3:12])=[CH:3][CH:4]=1)(=[O:9])=[O:10])[OH:1])[OH:1])([C:5]1[CH:4]=[CH:3][C:2]([CH3:12])=[CH:7][CH:6]=1)(=[O:9])=[O:10]. The catalyst class is: 8. (7) Reactant: [F:1][C:2]1[CH:7]=[CH:6][CH:5]=[C:4]([N+:8]([O-:10])=[O:9])[C:3]=1F.[OH:12][C:13]1[CH:23]=[CH:22][CH:21]=[C:20]([CH3:24])[C:14]=1[C:15]([O:17][CH2:18][CH3:19])=[O:16].C(=O)([O-])[O-].[K+].[K+]. Product: [F:1][C:2]1[CH:7]=[CH:6][CH:5]=[C:4]([N+:8]([O-:10])=[O:9])[C:3]=1[O:12][C:13]1[CH:23]=[CH:22][CH:21]=[C:20]([CH3:24])[C:14]=1[C:15]([O:17][CH2:18][CH3:19])=[O:16]. The catalyst class is: 248.